From a dataset of Retrosynthesis with 50K atom-mapped reactions and 10 reaction types from USPTO. Predict the reactants needed to synthesize the given product. Given the product CC(=O)N1CCC(C(=O)N(CCCN2CCC(Cc3ccc(C(=O)O)cc3)CC2)c2ccc(Cl)c(Cl)c2)CC1, predict the reactants needed to synthesize it. The reactants are: COC(=O)c1ccc(CC2CCN(CCCN(C(=O)C3CCN(C(C)=O)CC3)c3ccc(Cl)c(Cl)c3)CC2)cc1.